Task: Predict the reactants needed to synthesize the given product.. Dataset: Full USPTO retrosynthesis dataset with 1.9M reactions from patents (1976-2016) (1) Given the product [CH:15]1([NH:19][C:2]2[CH:7]=[CH:6][C:5]([NH:8][C:9](=[O:11])[CH3:10])=[CH:4][C:3]=2[N+:12]([O-:14])=[O:13])[CH2:18][CH2:17][CH2:16]1, predict the reactants needed to synthesize it. The reactants are: F[C:2]1[CH:7]=[CH:6][C:5]([NH:8][C:9](=[O:11])[CH3:10])=[CH:4][C:3]=1[N+:12]([O-:14])=[O:13].[CH:15]1([NH2:19])[CH2:18][CH2:17][CH2:16]1.C(N(CC)CC)C. (2) Given the product [Cl:1][C:2]1[CH:3]=[C:4]([CH2:26][CH2:27][CH2:28][N:29]([CH3:31])[CH3:30])[CH:5]=[C:6]2[C:10]=1[C:9](=[O:11])[N:8]([CH2:12][C:13]1[CH:14]=[CH:15][C:16]([O:19][C:20]3[CH:25]=[CH:24][CH:23]=[CH:22][CH:21]=3)=[CH:17][CH:18]=1)[CH2:7]2, predict the reactants needed to synthesize it. The reactants are: [Cl:1][C:2]1[CH:3]=[C:4]([C:26]#[C:27][CH2:28][N:29]([CH3:31])[CH3:30])[CH:5]=[C:6]2[C:10]=1[C:9](=[O:11])[N:8]([CH2:12][C:13]1[CH:18]=[CH:17][C:16]([O:19][C:20]3[CH:25]=[CH:24][CH:23]=[CH:22][CH:21]=3)=[CH:15][CH:14]=1)[CH2:7]2.[H][H].C(Cl)(Cl)Cl.CO. (3) Given the product [I:8][CH2:7][C:6]([NH:10][C:11]1[CH:19]=[CH:18][C:14]([C:15]([OH:17])=[O:16])=[CH:13][CH:12]=1)=[O:9], predict the reactants needed to synthesize it. The reactants are: [I:8][CH2:7][C:6](O[C:6](=[O:9])[CH2:7][I:8])=[O:9].[NH2:10][C:11]1[CH:19]=[CH:18][C:14]([C:15]([OH:17])=[O:16])=[CH:13][CH:12]=1. (4) Given the product [Cl:1][C:2]1[CH:19]=[CH:18][C:5]2[NH:6][C:7]([C:9]3[CH:17]=[CH:16][C:12]([C:13]([Cl:23])=[O:14])=[CH:11][CH:10]=3)=[N:8][C:4]=2[CH:3]=1, predict the reactants needed to synthesize it. The reactants are: [Cl:1][C:2]1[CH:19]=[CH:18][C:5]2[NH:6][C:7]([C:9]3[CH:17]=[CH:16][C:12]([C:13](O)=[O:14])=[CH:11][CH:10]=3)=[N:8][C:4]=2[CH:3]=1.C(Cl)(=O)C([Cl:23])=O. (5) Given the product [OH:14][CH:13]([C:2]1[N:6]([CH3:7])[CH:5]=[N:4][CH:3]=1)[CH:15]1[CH2:20][CH2:19][N:18]([C:21]([O:23][C:24]([CH3:27])([CH3:26])[CH3:25])=[O:22])[CH2:17][CH2:16]1, predict the reactants needed to synthesize it. The reactants are: Br[C:2]1[N:6]([CH3:7])[CH:5]=[N:4][CH:3]=1.C([Mg]Cl)(C)C.[CH:13]([CH:15]1[CH2:20][CH2:19][N:18]([C:21]([O:23][C:24]([CH3:27])([CH3:26])[CH3:25])=[O:22])[CH2:17][CH2:16]1)=[O:14]. (6) Given the product [CH3:23][O:24][C:25]1[CH:26]=[C:27]2[C:32](=[CH:33][CH:34]=1)[N:31]=[CH:30][C:29]([S:35][CH2:36][CH:37]=[O:38])=[CH:28]2, predict the reactants needed to synthesize it. The reactants are: CC(OI1(OC(C)=O)(OC(C)=O)OC(=O)C2C=CC=CC1=2)=O.[CH3:23][O:24][C:25]1[CH:26]=[C:27]2[C:32](=[CH:33][CH:34]=1)[N:31]=[CH:30][C:29]([S:35][CH2:36][CH2:37][OH:38])=[CH:28]2. (7) Given the product [Cl:13][C:14]1[C:19]([Cl:20])=[CH:18][CH:17]=[CH:16][C:15]=1[N:21]=[C:22]1[N:9]([CH2:2][C:3]2[CH:4]=[CH:5][CH:6]=[CH:7][CH:8]=2)[CH2:10][CH2:11][S:23]1, predict the reactants needed to synthesize it. The reactants are: [Cl-].[CH2:2]([NH2+:9][CH2:10][CH2:11]Cl)[C:3]1[CH:8]=[CH:7][CH:6]=[CH:5][CH:4]=1.[Cl:13][C:14]1[C:19]([Cl:20])=[CH:18][CH:17]=[CH:16][C:15]=1[N:21]=[C:22]=[S:23].